Dataset: NCI-60 drug combinations with 297,098 pairs across 59 cell lines. Task: Regression. Given two drug SMILES strings and cell line genomic features, predict the synergy score measuring deviation from expected non-interaction effect. Drug 1: CN1CCC(CC1)COC2=C(C=C3C(=C2)N=CN=C3NC4=C(C=C(C=C4)Br)F)OC. Drug 2: C1CCC(C1)C(CC#N)N2C=C(C=N2)C3=C4C=CNC4=NC=N3. Cell line: A549. Synergy scores: CSS=15.0, Synergy_ZIP=-4.16, Synergy_Bliss=1.37, Synergy_Loewe=0.844, Synergy_HSA=2.62.